This data is from Full USPTO retrosynthesis dataset with 1.9M reactions from patents (1976-2016). The task is: Predict the reactants needed to synthesize the given product. (1) Given the product [OH:11][CH2:12][CH2:13][N:14]1[CH:1]=[C:3]([C:4]([O:6][CH2:7][CH3:8])=[O:5])[CH:9]=[N:15]1, predict the reactants needed to synthesize it. The reactants are: [CH:1]([CH:3]([CH:9]=O)[C:4]([O:6][CH2:7][CH3:8])=[O:5])=O.[OH:11][CH2:12][CH2:13][NH:14][NH2:15]. (2) Given the product [Cl:17][C:11]1[CH:12]=[C:13]([Cl:16])[CH:14]=[CH:15][C:10]=1[S:9][C:7]1[S:8][C:4]([CH:2]([NH:28][CH2:27][C:26]2[CH:29]=[CH:30][C:23]([O:22][CH3:21])=[CH:24][CH:25]=2)[CH3:3])=[CH:5][C:6]=1[N+:18]([O-:20])=[O:19], predict the reactants needed to synthesize it. The reactants are: Br[CH:2]([C:4]1[S:8][C:7]([S:9][C:10]2[CH:15]=[CH:14][C:13]([Cl:16])=[CH:12][C:11]=2[Cl:17])=[C:6]([N+:18]([O-:20])=[O:19])[CH:5]=1)[CH3:3].[CH3:21][O:22][C:23]1[CH:30]=[CH:29][C:26]([CH2:27][NH2:28])=[CH:25][CH:24]=1.C(=O)([O-])[O-].[K+].[K+]. (3) Given the product [F:15][C:16]1[CH:17]=[C:18]2[C:22](=[C:23]([S:25]([CH3:28])(=[O:27])=[O:26])[CH:24]=1)[NH:21][C:20]([C:29]([NH:1][C@@H:2]1[CH2:7][CH2:6][CH2:5][NH:4][CH2:3]1)=[O:30])=[CH:19]2, predict the reactants needed to synthesize it. The reactants are: [NH2:1][C@@H:2]1[CH2:7][CH2:6][CH2:5][N:4](C(OC(C)(C)C)=O)[CH2:3]1.[F:15][C:16]1[CH:17]=[C:18]2[C:22](=[C:23]([S:25]([CH3:28])(=[O:27])=[O:26])[CH:24]=1)[NH:21][C:20]([C:29](O)=[O:30])=[CH:19]2.